Task: Predict which catalyst facilitates the given reaction.. Dataset: Catalyst prediction with 721,799 reactions and 888 catalyst types from USPTO (1) Reactant: [CH3:1][S:2]([OH:5])(=[O:4])=[O:3].[Cl:6][C:7]1[N:11]2[CH:12]=[CH:13][CH:14]=[CH:15][C:10]2=[N:9][C:8]=1[CH2:16][O:17][C:18]1[CH:23]=[CH:22][C:21]([C:24]2[C:25](=[O:39])[C:26]([CH3:38])([CH3:37])[O:27][C:28]=2[C:29]2[CH:34]=[CH:33][C:32]([O:35][CH3:36])=[CH:31][CH:30]=2)=[CH:20][CH:19]=1. Product: [CH3:1][S:2]([OH:5])(=[O:4])=[O:3].[Cl:6][C:7]1[N:11]2[CH:12]=[CH:13][CH:14]=[CH:15][C:10]2=[N:9][C:8]=1[CH2:16][O:17][C:18]1[CH:19]=[CH:20][C:21]([C:24]2[C:25](=[O:39])[C:26]([CH3:37])([CH3:38])[O:27][C:28]=2[C:29]2[CH:34]=[CH:33][C:32]([O:35][CH3:36])=[CH:31][CH:30]=2)=[CH:22][CH:23]=1. The catalyst class is: 343. (2) Reactant: [O:1]=[C:2]1[C:12]2[C:7](=[N:8][CH:9]=[C:10]([C:13]3[CH:18]=[CH:17][CH:16]=[CH:15][CH:14]=3)[CH:11]=2)[CH:6]=[CH:5][C:4]2[CH:19]=[CH:20][C:21]([NH:23][S:24]([CH3:27])(=[O:26])=[O:25])=[CH:22][C:3]1=2.[BH4-].[Na+].Cl. Product: [OH:1][CH:2]1[C:12]2[C:7](=[N:8][CH:9]=[C:10]([C:13]3[CH:14]=[CH:15][CH:16]=[CH:17][CH:18]=3)[CH:11]=2)[CH:6]=[CH:5][C:4]2[CH:19]=[CH:20][C:21]([NH:23][S:24]([CH3:27])(=[O:26])=[O:25])=[CH:22][C:3]1=2. The catalyst class is: 5. (3) Reactant: [F:1][C:2]1[CH:25]=[C:24]([S:26]([CH3:29])(=[O:28])=[O:27])[C:23]([F:30])=[CH:22][C:3]=1[O:4][C@H:5]1[CH2:10][CH2:9][CH2:8][N:7]([CH:11]2[CH2:16][CH2:15][N:14](/[C:17](=[N:19]/[OH:20])/[NH2:18])[CH2:13][CH2:12]2)[C:6]1=[O:21].[CH2:31](N(CC)CC)C.[F:38][CH:39]([F:43])[C:40](Cl)=O. Product: [F:1][C:2]1[CH:25]=[C:24]([S:26]([CH3:29])(=[O:28])=[O:27])[C:23]([F:30])=[CH:22][C:3]=1[O:4][C@H:5]1[CH2:10][CH2:9][CH2:8][N:7]([CH:11]2[CH2:16][CH2:15][N:14]([C:17]3[N:18]=[C:40]([C:39]([F:43])([F:38])[CH3:31])[O:20][N:19]=3)[CH2:13][CH2:12]2)[C:6]1=[O:21]. The catalyst class is: 2. (4) Reactant: [C:1]([O:5][C:6](=[O:19])[NH:7][C@H:8]([C:10]1[CH:15]=[CH:14][C:13]([C@H:16]2[CH2:18][O:17]2)=[CH:12][CH:11]=1)[CH3:9])([CH3:4])([CH3:3])[CH3:2].[C:20]([NH2:24])([CH3:23])([CH3:22])[CH3:21]. Product: [C:1]([O:5][C:6](=[O:19])[NH:7][C@H:8]([C:10]1[CH:15]=[CH:14][C:13]([C@H:16]([OH:17])[CH2:18][NH:24][C:20]([CH3:23])([CH3:22])[CH3:21])=[CH:12][CH:11]=1)[CH3:9])([CH3:4])([CH3:3])[CH3:2]. The catalyst class is: 8. (5) Reactant: B(Cl)(Cl)Cl.C([O:8][C:9]1[CH:10]=[C:11]([C:15]2[C:23]3[C:22]([OH:24])=[C:21]([C:25]#[N:26])[C:20](=[O:27])[NH:19][C:18]=3[S:17][CH:16]=2)[CH:12]=[CH:13][CH:14]=1)C=C. Product: [OH:24][C:22]1[C:23]2[C:15]([C:11]3[CH:12]=[CH:13][CH:14]=[C:9]([OH:8])[CH:10]=3)=[CH:16][S:17][C:18]=2[NH:19][C:20](=[O:27])[C:21]=1[C:25]#[N:26]. The catalyst class is: 4. (6) Reactant: [C:1]1([C:7]2[C:11]3[CH:12]=[CH:13][C:14]([OH:19])=[C:15]([CH2:16][CH2:17][CH3:18])[C:10]=3[O:9][N:8]=2)[CH:6]=[CH:5][CH:4]=[CH:3][CH:2]=1.Br[CH:21]([CH2:25][CH2:26][CH3:27])[CH2:22][CH2:23][OH:24].C([O-])([O-])=O.[Cs+].[Cs+].Cl. Product: [C:1]1([C:7]2[C:11]3[CH:12]=[CH:13][C:14]([O:19][CH:21]([CH2:25][CH2:26][CH3:27])[CH2:22][CH2:23][OH:24])=[C:15]([CH2:16][CH2:17][CH3:18])[C:10]=3[O:9][N:8]=2)[CH:2]=[CH:3][CH:4]=[CH:5][CH:6]=1. The catalyst class is: 18. (7) Reactant: [C:1]([Cl:4])(=O)C.CO.[OH:7][C@H:8]1[CH2:12][NH:11][C@@H:10]([C:13]([OH:15])=[O:14])[CH2:9]1. Product: [ClH:4].[OH:7][C@H:8]1[CH2:12][NH:11][C@@H:10]([C:13]([O:15][CH3:1])=[O:14])[CH2:9]1. The catalyst class is: 28. (8) Reactant: [Cl:1][C:2]1[CH:3]=[C:4]([CH2:17][N:18]2[C:22]([CH3:23])=[CH:21][C:20]([C:24]([OH:26])=O)=[N:19]2)[C:5]2[O:9][C:8]([C:10]3[CH:15]=[CH:14][CH:13]=[CH:12][CH:11]=3)=[CH:7][C:6]=2[CH:16]=1.CCN=C=NCCCN(C)C.C1C=CC2N(O)N=NC=2C=1.[NH2:48][C:49]1[CH:56]=[CH:55][C:52]([CH2:53][OH:54])=[CH:51][CH:50]=1.NC1C=CC=CC=1. The catalyst class is: 31. Product: [Cl:1][C:2]1[CH:3]=[C:4]([CH2:17][N:18]2[C:22]([CH3:23])=[CH:21][C:20]([C:24]([NH:48][C:49]3[CH:56]=[CH:55][C:52]([CH2:53][OH:54])=[CH:51][CH:50]=3)=[O:26])=[N:19]2)[C:5]2[O:9][C:8]([C:10]3[CH:11]=[CH:12][CH:13]=[CH:14][CH:15]=3)=[CH:7][C:6]=2[CH:16]=1. (9) The catalyst class is: 2. Product: [CH2:1]([C@H:4]1[CH2:9][C@H:8]([C:10]2[CH:15]=[CH:14][CH:13]=[C:12]([Cl:16])[CH:11]=2)[C@@H:7]([C:17]2[CH:18]=[CH:19][C:20]([Cl:23])=[CH:21][CH:22]=2)[N:6]([C@@H:24]([CH2:27][CH3:28])[CH2:25][NH:26][S:31]([CH3:30])(=[O:33])=[O:32])[C:5]1=[O:29])[CH:2]=[CH2:3]. Reactant: [CH2:1]([C@H:4]1[CH2:9][C@H:8]([C:10]2[CH:15]=[CH:14][CH:13]=[C:12]([Cl:16])[CH:11]=2)[C@@H:7]([C:17]2[CH:22]=[CH:21][C:20]([Cl:23])=[CH:19][CH:18]=2)[N:6]([C@@H:24]([CH2:27][CH3:28])[CH2:25][NH2:26])[C:5]1=[O:29])[CH:2]=[CH2:3].[CH3:30][S:31](Cl)(=[O:33])=[O:32].N1C=CC=CC=1.C(O)(=O)CC(CC(O)=O)(C(O)=O)O. (10) Reactant: Br[C:2]1[CH:3]=[C:4]([NH:9][S:10]([C:13]2[CH:18]=[CH:17][CH:16]=[C:15]([O:19][CH:20]([F:22])[F:21])[CH:14]=2)(=[O:12])=[O:11])[C:5]([Cl:8])=[N:6][CH:7]=1.[B:23]1([B:23]2[O:27][C:26]([CH3:29])([CH3:28])[C:25]([CH3:31])([CH3:30])[O:24]2)[O:27][C:26]([CH3:29])([CH3:28])[C:25]([CH3:31])([CH3:30])[O:24]1.C([O-])(=O)C.[K+].O1CCOCC1. Product: [Cl:8][C:5]1[C:4]([NH:9][S:10]([C:13]2[CH:18]=[CH:17][CH:16]=[C:15]([O:19][CH:20]([F:22])[F:21])[CH:14]=2)(=[O:12])=[O:11])=[CH:3][C:2]([B:23]2[O:27][C:26]([CH3:29])([CH3:28])[C:25]([CH3:31])([CH3:30])[O:24]2)=[CH:7][N:6]=1. The catalyst class is: 587.